From a dataset of Forward reaction prediction with 1.9M reactions from USPTO patents (1976-2016). Predict the product of the given reaction. (1) The product is: [C:1]([O:5][C:6]([N:8]1[C@H:13]([C:14](=[O:16])[NH:21][CH2:20][C:19]([F:18])=[C:22]([CH3:24])[CH3:23])[CH2:12][C@@H:11]2[C@H:9]1[CH2:10]2)=[O:7])([CH3:2])([CH3:3])[CH3:4]. Given the reactants [C:1]([O:5][C:6]([N:8]1[C@H:13]([C:14]([OH:16])=O)[CH2:12][C@@H:11]2[C@H:9]1[CH2:10]2)=[O:7])([CH3:4])([CH3:3])[CH3:2].Cl.[F:18][C:19](=[C:22]([CH3:24])[CH3:23])[CH2:20][NH2:21].C(P1(=O)OP(CCC)(=O)OP(CCC)(=O)O1)CC.CCN(C(C)C)C(C)C, predict the reaction product. (2) Given the reactants [Cl:1][C:2]1[CH:3]=[N:4][C:5]2[N:6]([N:8]=[C:9]([C:11]([OH:13])=O)[CH:10]=2)[CH:7]=1.[O:14]1[CH:18]=[CH:17][C:16]([C:19]2[N:23]3[CH2:24][CH2:25][NH:26][CH2:27][C:22]3=[CH:21][CH:20]=2)=[CH:15]1, predict the reaction product. The product is: [Cl:1][C:2]1[CH:3]=[N:4][C:5]2[N:6]([N:8]=[C:9]([C:11]([N:26]3[CH2:25][CH2:24][N:23]4[C:19]([C:16]5[CH:17]=[CH:18][O:14][CH:15]=5)=[CH:20][CH:21]=[C:22]4[CH2:27]3)=[O:13])[CH:10]=2)[CH:7]=1. (3) Given the reactants [Cl:1][C:2]1[CH:11]=[C:10]([O:12][CH2:13][C:14]2[O:18][C:17]([CH2:19][CH2:20][C:21]3[CH:26]=[CH:25][C:24]([C:27]([F:30])([F:29])[F:28])=[CH:23][CH:22]=3)=[N:16][C:15]=2[CH3:31])[CH:9]=[CH:8][C:3]=1[C:4]([NH:6][OH:7])=[NH:5].N1C=CC=CC=1.[C:38]1([O:44]C(Cl)=O)C=CC=CC=1.N12CCCN=C1CCCCC2, predict the reaction product. The product is: [Cl:1][C:2]1[CH:11]=[C:10]([O:12][CH2:13][C:14]2[O:18][C:17]([CH2:19][CH2:20][C:21]3[CH:26]=[CH:25][C:24]([C:27]([F:28])([F:30])[F:29])=[CH:23][CH:22]=3)=[N:16][C:15]=2[CH3:31])[CH:9]=[CH:8][C:3]=1[C:4]1[NH:5][C:38](=[O:44])[O:7][N:6]=1. (4) Given the reactants C(OC([N:8]1[CH2:13][CH2:12][C@H:11]([CH2:14][O:15][C:16]2[N:17]=[N:18][C:19]([CH2:35][CH2:36][CH2:37][CH3:38])=[C:20]([C:22]3[CH:27]=[CH:26][C:25]([O:28][CH:29]4[CH2:34][CH2:33][CH2:32][CH2:31][CH2:30]4)=[CH:24][CH:23]=3)[CH:21]=2)[C@H:10]([O:39][CH3:40])[CH2:9]1)=O)(C)(C)C.[ClH:41], predict the reaction product. The product is: [ClH:41].[ClH:41].[CH2:35]([C:19]1[N:18]=[N:17][C:16]([O:15][CH2:14][C@H:11]2[CH2:12][CH2:13][NH:8][CH2:9][C@H:10]2[O:39][CH3:40])=[CH:21][C:20]=1[C:22]1[CH:23]=[CH:24][C:25]([O:28][CH:29]2[CH2:30][CH2:31][CH2:32][CH2:33][CH2:34]2)=[CH:26][CH:27]=1)[CH2:36][CH2:37][CH3:38]. (5) Given the reactants [CH3:1][C:2]1[C:7]([CH3:8])=[CH:6][N:5]=[C:4]([NH:9]C(=O)OC(C)(C)C)[CH:3]=1.C(O)(C(F)(F)F)=O, predict the reaction product. The product is: [CH3:1][C:2]1[C:7]([CH3:8])=[CH:6][N:5]=[C:4]([NH2:9])[CH:3]=1. (6) The product is: [Br-:1].[CH2:7]([O:6][C:4]([CH2:3][CH2:2][P+:15]([C:16]1[CH:17]=[CH:18][CH:19]=[CH:20][CH:21]=1)([C:22]1[CH:27]=[CH:26][CH:25]=[CH:24][CH:23]=1)[C:9]1[CH:10]=[CH:11][CH:12]=[CH:13][CH:14]=1)=[O:5])[CH3:8]. Given the reactants [Br:1][CH2:2][CH2:3][C:4]([O:6][CH2:7][CH3:8])=[O:5].[C:9]1([P:15]([C:22]2[CH:27]=[CH:26][CH:25]=[CH:24][CH:23]=2)[C:16]2[CH:21]=[CH:20][CH:19]=[CH:18][CH:17]=2)[CH:14]=[CH:13][CH:12]=[CH:11][CH:10]=1, predict the reaction product. (7) Given the reactants C([O:8][C:9]1[CH:36]=[CH:35][C:34]([O:37][CH2:38][CH2:39][CH2:40][N:41]2[CH2:46][CH2:45][N:44]([CH3:47])[CH2:43][CH2:42]2)=[CH:33][C:10]=1[C:11]([NH:13][C:14]1[CH:26]=[C:25]([C:27]2[CH:32]=[CH:31][CH:30]=[CH:29][CH:28]=2)[CH:24]=[CH:23][C:15]=1[C:16]([O:18][C:19]([CH3:22])([CH3:21])[CH3:20])=[O:17])=[O:12])C1C=CC=CC=1, predict the reaction product. The product is: [OH:8][C:9]1[CH:36]=[CH:35][C:34]([O:37][CH2:38][CH2:39][CH2:40][N:41]2[CH2:46][CH2:45][N:44]([CH3:47])[CH2:43][CH2:42]2)=[CH:33][C:10]=1[C:11]([NH:13][C:14]1[CH:26]=[C:25]([C:27]2[CH:28]=[CH:29][CH:30]=[CH:31][CH:32]=2)[CH:24]=[CH:23][C:15]=1[C:16]([O:18][C:19]([CH3:20])([CH3:22])[CH3:21])=[O:17])=[O:12].